Dataset: Full USPTO retrosynthesis dataset with 1.9M reactions from patents (1976-2016). Task: Predict the reactants needed to synthesize the given product. (1) Given the product [CH:11]1([C:14](=[O:15])[CH2:5][C:6]([CH:8]2[CH2:10][CH2:9]2)=[O:7])[CH2:13][CH2:12]1, predict the reactants needed to synthesize it. The reactants are: [O-]CC.[Na+].[CH3:5][C:6]([CH:8]1[CH2:10][CH2:9]1)=[O:7].[CH:11]1([C:14](OC)=[O:15])[CH2:13][CH2:12]1. (2) The reactants are: Cl[C:2]1[CH:7]=[C:6]([Cl:8])[N:5]=[CH:4][N:3]=1.[C:9]([N:16]1[CH2:21][CH2:20][CH:19]([CH2:22][NH2:23])[CH2:18][CH2:17]1)([O:11][C:12]([CH3:15])([CH3:14])[CH3:13])=[O:10].C(=O)([O-])[O-].[K+].[K+]. Given the product [Cl:8][C:6]1[N:5]=[CH:4][N:3]=[C:2]([NH:23][CH2:22][CH:19]2[CH2:20][CH2:21][N:16]([C:9]([O:11][C:12]([CH3:15])([CH3:14])[CH3:13])=[O:10])[CH2:17][CH2:18]2)[CH:7]=1, predict the reactants needed to synthesize it. (3) Given the product [F:13][C:4]1[CH:3]=[C:2]([CH:7]=[CH:6][C:5]=1[CH2:8][C:9]([OH:11])([CH3:12])[CH3:10])[C:50]([O:56][CH3:55])=[O:51], predict the reactants needed to synthesize it. The reactants are: Br[C:2]1[CH:7]=[CH:6][C:5]([CH2:8][C:9]([CH3:12])([OH:11])[CH3:10])=[C:4]([F:13])[CH:3]=1.C1(P(C2C=CC=CC=2)CCCP(C2C=CC=CC=2)C2C=CC=CC=2)C=CC=CC=1.C(N(CC)CC)C.[CH3:50][OH:51].CN([CH:55]=[O:56])C.